From a dataset of Reaction yield outcomes from USPTO patents with 853,638 reactions. Predict the reaction yield, written as a fraction of the theoretical maximum amount of product (1.0 means a 100% yield; for example, 0.34 means a 34% yield). (1) The reactants are [C:1]1([CH2:7][C:8]([OH:10])=[O:9])[CH:6]=[CH:5][CH:4]=[CH:3][CH:2]=1.C(=O)([O-])[O-].[Cs+].[Cs+].Br[CH2:18][C:19]([C:21]1[CH:22]=[N:23][C:24]([C:27]2[CH:32]=[CH:31][CH:30]=[CH:29][CH:28]=2)=[N:25][CH:26]=1)=[O:20].O. The yield is 0.570. The catalyst is O1CCCC1. The product is [C:1]1([CH2:7][C:8]([O:10][CH2:18][C:19](=[O:20])[C:21]2[CH:26]=[N:25][C:24]([C:27]3[CH:28]=[CH:29][CH:30]=[CH:31][CH:32]=3)=[N:23][CH:22]=2)=[O:9])[CH:6]=[CH:5][CH:4]=[CH:3][CH:2]=1. (2) The reactants are [C@@H:1]1([N:10]2[CH:17]=[CH:16][C:14](=[O:15])[NH:13][C:11]2=[O:12])[O:9][C@H:6]([CH2:7][OH:8])[C@@H:4]([OH:5])[C@H:2]1[OH:3].Cl[Si:19]([CH:32]([CH3:34])[CH3:33])([CH:29]([CH3:31])[CH3:30])[O:20][Si:21](Cl)([CH:25]([CH3:27])[CH3:26])[CH:22]([CH3:24])[CH3:23]. The catalyst is N1C=CC=CC=1. The product is [OH:3][C@@H:2]1[C@@H:4]2[O:5][Si:19]([CH:29]([CH3:31])[CH3:30])([CH:32]([CH3:34])[CH3:33])[O:20][Si:21]([CH:25]([CH3:27])[CH3:26])([CH:22]([CH3:23])[CH3:24])[O:8][CH2:7][C@H:6]2[O:9][C@H:1]1[N:10]1[CH:17]=[CH:16][C:14](=[O:15])[NH:13][C:11]1=[O:12]. The yield is 0.760. (3) The product is [CH3:24][O:23][C:20]1[CH:21]=[CH:22][C:17]([N:3]2[CH:4]=[CH:5][C:6]3[C:11](=[CH:10][C:9]([C:12]([O:14][CH3:15])=[O:13])=[CH:8][CH:7]=3)[C:2]2=[O:1])=[CH:18][CH:19]=1. The yield is 0.200. The reactants are [O:1]=[C:2]1[C:11]2[C:6](=[CH:7][CH:8]=[C:9]([C:12]([O:14][CH3:15])=[O:13])[CH:10]=2)[CH:5]=[CH:4][NH:3]1.Br[C:17]1[CH:22]=[CH:21][C:20]([O:23][CH3:24])=[CH:19][CH:18]=1.N1CCC[C@H]1C(O)=O.C(=O)([O-])[O-].[K+].[K+]. The catalyst is [Cu]I.O.CS(C)=O. (4) The reactants are B(Cl)([C@H]1[C@H](C)[C@H]2C(C)(C)[C@@H](C2)C1)[C@H]1[C@H](C)[C@@H]2C(C)(C)[C@@H](C2)C1.[Cl:23][CH2:24][C:25]([C:27]1[CH:28]=[C:29]([NH:33][S:34]([C:37]2[CH:42]=[CH:41][CH:40]=[CH:39][CH:38]=2)(=[O:36])=[O:35])[CH:30]=[CH:31][CH:32]=1)=[O:26]. The catalyst is O1CCCC1. The product is [Cl:23][CH2:24][C@@H:25]([C:27]1[CH:28]=[C:29]([NH:33][S:34]([C:37]2[CH:42]=[CH:41][CH:40]=[CH:39][CH:38]=2)(=[O:36])=[O:35])[CH:30]=[CH:31][CH:32]=1)[OH:26]. The yield is 0.840. (5) The reactants are [CH3:1][C:2]1[C:7]([CH:8]([CH2:13][CH2:14][CH3:15])[C:9]([O:11]C)=[O:10])=[C:6]([C:16]2[CH:21]=[CH:20][C:19]([CH3:22])=[CH:18][CH:17]=2)[N:5]=[C:4]([N:23]2[CH2:27][CH2:26][CH2:25][CH2:24]2)[N:3]=1.[OH-].[Na+]. The catalyst is CO. The product is [CH3:1][C:2]1[C:7]([CH:8]([CH2:13][CH2:14][CH3:15])[C:9]([OH:11])=[O:10])=[C:6]([C:16]2[CH:17]=[CH:18][C:19]([CH3:22])=[CH:20][CH:21]=2)[N:5]=[C:4]([N:23]2[CH2:24][CH2:25][CH2:26][CH2:27]2)[N:3]=1. The yield is 0.670. (6) The reactants are [F:1][C:2]1[CH:7]=[CH:6][C:5]([O:8][C:9]2[CH:10]=[N:11][C:12]([N+:15]([O-])=O)=[CH:13][CH:14]=2)=[CH:4][C:3]=1[NH:18][C:19]([NH:21][C:22]1[N:26]([C:27]2[CH:28]=[C:29]3[C:34](=[CH:35][CH:36]=2)[N:33]=[CH:32][CH:31]=[CH:30]3)[N:25]=[C:24]([CH:37]([CH3:39])[CH3:38])[CH:23]=1)=[O:20]. The catalyst is CO.[Zn]. The product is [NH2:15][C:12]1[N:11]=[CH:10][C:9]([O:8][C:5]2[CH:6]=[CH:7][C:2]([F:1])=[C:3]([NH:18][C:19]([NH:21][C:22]3[N:26]([C:27]4[CH:28]=[C:29]5[C:34](=[CH:35][CH:36]=4)[N:33]=[CH:32][CH:31]=[CH:30]5)[N:25]=[C:24]([CH:37]([CH3:38])[CH3:39])[CH:23]=3)=[O:20])[CH:4]=2)=[CH:14][CH:13]=1. The yield is 0.410. (7) The yield is 0.390. The product is [C:23]([C:57]([C:54]1[CH:53]=[C:52]([NH:51][C:49]([NH:19][C:18]2[CH:20]=[CH:21][CH:22]=[C:16]([O:15][C:6]3[C:5]4[C:10](=[CH:11][C:12]([O:13][CH3:14])=[C:3]([O:2][CH3:1])[CH:4]=4)[N:9]=[CH:8][N:7]=3)[CH:17]=2)=[O:50])[O:56][N:55]=1)([CH3:58])[CH3:59])#[N:24]. No catalyst specified. The reactants are [CH3:1][O:2][C:3]1[CH:4]=[C:5]2[C:10](=[CH:11][C:12]=1[O:13][CH3:14])[N:9]=[CH:8][N:7]=[C:6]2[O:15][C:16]1[CH:17]=[C:18]([CH:20]=[CH:21][CH:22]=1)[NH2:19].[C:23](=O)([O-])[NH2:24].COC1C=C2C(=CC=1OC)N=CN=C2OC1C=C(N[C:49]([NH:51][C:52]2[O:56][N:55]=[C:54]([CH:57]([CH3:59])[CH3:58])[CH:53]=2)=[O:50])C=CC=1.